This data is from Reaction yield outcomes from USPTO patents with 853,638 reactions. The task is: Predict the reaction yield, written as a fraction of the theoretical maximum amount of product (1.0 means a 100% yield; for example, 0.34 means a 34% yield). (1) The reactants are F[C:2]1[CH:10]=[N:9][CH:8]=[CH:7][C:3]=1[C:4]([OH:6])=[O:5].Cl.[NH2:12][CH2:13][C:14]1[CH:21]=[CH:20][C:17]([C:18]#[N:19])=[CH:16][CH:15]=1.CCN(C(C)C)C(C)C. The catalyst is CC(N(C)C)=O. The product is [C:13]([C:14]1[CH:21]=[CH:20][C:17]([CH2:18][NH:19][C:2]2[CH:10]=[N:9][CH:8]=[CH:7][C:3]=2[C:4]([OH:6])=[O:5])=[CH:16][CH:15]=1)#[N:12]. The yield is 0.180. (2) The reactants are [I:1]N1C(=O)CCC1=O.[NH2:9][C:10]1[C:11]([C:16]([O:18][CH3:19])=[O:17])=[N:12][CH:13]=[CH:14][N:15]=1. The catalyst is CN(C)C=O. The product is [NH2:9][C:10]1[C:11]([C:16]([O:18][CH3:19])=[O:17])=[N:12][C:13]([I:1])=[CH:14][N:15]=1. The yield is 0.880. (3) The reactants are [Cl:1][CH2:2][CH2:3][CH2:4][S:5]([O:8][CH2:9][C:10]([CH3:26])([CH3:25])[C@@H:11]([O:15][CH2:16][C:17]1[CH:22]=[CH:21][C:20](OC)=[CH:19][CH:18]=1)[C:12]([OH:14])=[O:13])(=[O:7])=[O:6].[CH:27]1([C:33]([O:35][CH:36](Cl)[CH3:37])=[O:34])[CH2:32][CH2:31][CH2:30][CH2:29][CH2:28]1. The catalyst is C1(C)C=CC=CC=1.C(=O)([O-])[O-].[Ag+2]. The product is [Cl:1][CH2:2][CH2:3][CH2:4][S:5]([O:8][CH2:9][C:10]([CH3:25])([CH3:26])[C@@H:11]([O:15][CH2:16][C:17]1[CH:18]=[CH:19][CH:20]=[CH:21][CH:22]=1)[C:12]([O:14][CH2:37][CH2:36][O:35][C:33]([CH:27]1[CH2:32][CH2:31][CH2:30][CH2:29][CH2:28]1)=[O:34])=[O:13])(=[O:6])=[O:7]. The yield is 0.390. (4) The reactants are [CH2:1]([O:8][C:9]([NH:11][CH:12]1[N:18]=[C:17]([CH2:19][CH3:20])[C:16]2[CH:21]=[CH:22][CH:23]=[C:24]([CH3:25])[C:15]=2[N:14]([CH2:26][C:27]([OH:29])=O)[C:13]1=[O:30])=[O:10])[C:2]1[CH:7]=[CH:6][CH:5]=[CH:4][CH:3]=1.Cl.C(N=C=NCCCN(C)C)C.ON1C2C=CC=CC=2N=N1.[CH:53]12[CH2:61][CH2:60][CH:57]([CH2:58][CH2:59]1)[CH2:56][NH:55][CH2:54]2.Cl. The catalyst is CN(C)C=O.C(OCC)(=O)C.C(N(CC)CC)C. The product is [CH:53]12[CH2:61][CH2:60][CH:57]([CH2:58][CH2:59]1)[CH2:56][N:55]([C:27]([CH2:26][N:14]1[C:15]3[C:24]([CH3:25])=[CH:23][CH:22]=[CH:21][C:16]=3[C:17]([CH2:19][CH3:20])=[N:18][CH:12]([NH:11][C:9]([O:8][CH2:1][C:2]3[CH:3]=[CH:4][CH:5]=[CH:6][CH:7]=3)=[O:10])[C:13]1=[O:30])=[O:29])[CH2:54]2. The yield is 0.799.